Dataset: Choline transporter screen with 302,306 compounds. Task: Binary Classification. Given a drug SMILES string, predict its activity (active/inactive) in a high-throughput screening assay against a specified biological target. (1) The molecule is S(Cc1cc(F)ccc1)c1nnc(c2cc3OCOc3cc2)cc1. The result is 0 (inactive). (2) The molecule is S(=O)(=O)(N1CCc2c1cccc2)c1cc(C(=O)N2CCC(CC2)C(OCC)=O)c(OC)cc1. The result is 0 (inactive). (3) The compound is O=C(Nc1ncc(NC(=O)c2ncccc2)c(c1)C)CCC. The result is 0 (inactive). (4) The drug is O(C(=O)C1N(C2=NC(=C(C3N(c4c(C23C1)cccc4)Cc1ccccc1)C(OC)=O)C(OC)=O)C(=O)NC(C)(C)C)C. The result is 0 (inactive).